From a dataset of Forward reaction prediction with 1.9M reactions from USPTO patents (1976-2016). Predict the product of the given reaction. (1) Given the reactants [Cl:1][C:2]1[CH:7]=[CH:6][C:5]([C:8]2[CH2:9][CH2:10][N:11]([C:14]([O:16][C:17]([CH3:20])([CH3:19])[CH3:18])=[O:15])[CH2:12][CH:13]=2)=[C:4]([C@@H:21]([N:23]=[N+]=[N-])[CH3:22])[CH:3]=1, predict the reaction product. The product is: [NH2:23][C@H:21]([C:4]1[CH:3]=[C:2]([Cl:1])[CH:7]=[CH:6][C:5]=1[CH:8]1[CH2:13][CH2:12][N:11]([C:14]([O:16][C:17]([CH3:18])([CH3:20])[CH3:19])=[O:15])[CH2:10][CH2:9]1)[CH3:22]. (2) Given the reactants [H-].[Na+].[CH3:3][CH:4]([C:10]([O:12][CH2:13][CH3:14])=[O:11])[C:5]([O:7][CH2:8][CH3:9])=[O:6].F[C:16]1[CH:21]=[CH:20][C:19]([N+:22]([O-:24])=[O:23])=[CH:18][CH:17]=1, predict the reaction product. The product is: [CH3:3][C:4]([C:16]1[CH:21]=[CH:20][C:19]([N+:22]([O-:24])=[O:23])=[CH:18][CH:17]=1)([C:5]([O:7][CH2:8][CH3:9])=[O:6])[C:10]([O:12][CH2:13][CH3:14])=[O:11]. (3) Given the reactants [CH:1]1([C:7]2[C:15]3[C:10](=[CH:11][C:12]([C:16]([O:18][CH3:19])=[O:17])=[CH:13][CH:14]=3)[NH:9][C:8]=2[C:20]2[CH:25]=[CH:24][CH:23]=[C:22]([N+:26]([O-:28])=[O:27])[C:21]=2[O:29][CH2:30][CH2:31]OS(C)(=O)=O)[CH2:6][CH2:5][CH2:4][CH2:3][CH2:2]1.C(=O)([O-])[O-].[K+].[K+].O, predict the reaction product. The product is: [CH:1]1([C:7]2[C:15]3[CH:14]=[CH:13][C:12]([C:16]([O:18][CH3:19])=[O:17])=[CH:11][C:10]=3[N:9]3[C:8]=2[C:20]2[CH:25]=[CH:24][CH:23]=[C:22]([N+:26]([O-:28])=[O:27])[C:21]=2[O:29][CH2:30][CH2:31]3)[CH2:2][CH2:3][CH2:4][CH2:5][CH2:6]1. (4) Given the reactants ClC(Cl)(Cl)[C:3]([C:5]1[N:14]2[C:8]([CH2:9][N:10]([C:19]([C:21]3[CH:26]=[CH:25][C:24]([C:27]4[CH:32]=[CH:31][CH:30]=[CH:29][C:28]=4[CH3:33])=[C:23]([O:34][CH3:35])[CH:22]=3)=[O:20])[C:11]3[CH:18]=[CH:17][CH:16]=[CH:15][C:12]=3[CH2:13]2)=[CH:7][CH:6]=1)=[O:4].[CH2:38]([NH2:45])[C:39]1[CH:44]=[CH:43][CH:42]=[CH:41][CH:40]=1, predict the reaction product. The product is: [CH2:38]([NH:45][C:3]([C:5]1[N:14]2[C:8]([CH2:9][N:10]([C:19]([C:21]3[CH:26]=[CH:25][C:24]([C:27]4[CH:32]=[CH:31][CH:30]=[CH:29][C:28]=4[CH3:33])=[C:23]([O:34][CH3:35])[CH:22]=3)=[O:20])[C:11]3[CH:18]=[CH:17][CH:16]=[CH:15][C:12]=3[CH2:13]2)=[CH:7][CH:6]=1)=[O:4])[C:39]1[CH:44]=[CH:43][CH:42]=[CH:41][CH:40]=1. (5) Given the reactants Br[C:2]1[CH:7]=[CH:6][C:5]([C:8]2([N:12]([CH2:26][C:27]([OH:29])=[O:28])[S:13]([C:16]3[CH:21]=[CH:20][C:19]([O:22][CH:23]([F:25])[F:24])=[CH:18][CH:17]=3)(=[O:15])=[O:14])[CH2:11][CH2:10][CH2:9]2)=[CH:4][CH:3]=1.[N:30]1[CH:35]=[C:34](B(O)O)[CH:33]=[N:32][CH:31]=1.P([O-])([O-])([O-])=O.[K+].[K+].[K+].C1(P(C2CCCCC2)C2C=CC=CC=2C2C(C(C)C)=CC(C(C)C)=CC=2C(C)C)CCCCC1, predict the reaction product. The product is: [F:24][CH:23]([F:25])[O:22][C:19]1[CH:20]=[CH:21][C:16]([S:13]([N:12]([CH2:26][C:27]([OH:29])=[O:28])[C:8]2([C:5]3[CH:6]=[CH:7][C:2]([C:34]4[CH:35]=[N:30][CH:31]=[N:32][CH:33]=4)=[CH:3][CH:4]=3)[CH2:11][CH2:10][CH2:9]2)(=[O:15])=[O:14])=[CH:17][CH:18]=1. (6) Given the reactants [CH:1]([C:4]1[CH:9]=[CH:8][C:7]([C:10]2[CH:11]=[C:12]([CH2:26][C:27]([OH:29])=[O:28])[CH:13]=[CH:14][C:15]=2C2C=CC(C(F)(F)F)=CC=2)=[CH:6][CH:5]=1)([CH3:3])[CH3:2].N1C=CC=C[CH:31]=1.[S:36]([O:43]S(C(F)(F)F)(=O)=O)([C:39]([F:42])([F:41])[F:40])(=[O:38])=[O:37].O, predict the reaction product. The product is: [CH:1]([C:4]1[CH:5]=[CH:6][C:7]([C:10]2[C:15]([O:43][S:36]([C:39]([F:42])([F:41])[F:40])(=[O:38])=[O:37])=[CH:14][CH:13]=[C:12]([CH2:26][C:27]([O:29][CH3:31])=[O:28])[CH:11]=2)=[CH:8][CH:9]=1)([CH3:3])[CH3:2]. (7) Given the reactants [Cl:1][C:2]1[S:6][C:5]([C:7]2[N:12]=[C:11]([NH:13][C:14]3[CH:19]=[CH:18][C:17]([CH2:20][C:21]4[NH:22][CH:23]=[C:24]([C:26]([O:28]C)=O)[N:25]=4)=[CH:16][CH:15]=3)[C:10]([CH2:30][CH3:31])=[C:9]([CH3:32])[N:8]=2)=[CH:4][CH:3]=1.[NH3:33], predict the reaction product. The product is: [Cl:1][C:2]1[S:6][C:5]([C:7]2[N:12]=[C:11]([NH:13][C:14]3[CH:19]=[CH:18][C:17]([CH2:20][C:21]4[NH:22][CH:23]=[C:24]([C:26]([NH2:33])=[O:28])[N:25]=4)=[CH:16][CH:15]=3)[C:10]([CH2:30][CH3:31])=[C:9]([CH3:32])[N:8]=2)=[CH:4][CH:3]=1. (8) Given the reactants [NH:1]1[CH2:6][CH2:5][O:4][CH2:3][CH2:2]1.[CH2:7]([CH:9]([NH:12][C:13]([N:15]1[C:23]2[C:18](=[CH:19][C:20]([O:24][C:25]3[CH:30]=[CH:29][N:28]=[C:27]([NH:31][C:32](=O)[O:33]C4C=CC=CC=4)[CH:26]=3)=[CH:21][CH:22]=2)[CH:17]=[CH:16]1)=[O:14])[CH2:10][CH3:11])[CH3:8].C(C(NC(N1C2C(=CC(OC3C=CN=C(NC(N4CCC(N5CCCC5)CC4)=O)C=3)=CC=2)C=C1)=O)CC)C, predict the reaction product. The product is: [CH2:7]([CH:9]([NH:12][C:13]([N:15]1[C:23]2[C:18](=[CH:19][C:20]([O:24][C:25]3[CH:30]=[CH:29][N:28]=[C:27]([NH:31][C:32]([N:1]4[CH2:6][CH2:5][O:4][CH2:3][CH2:2]4)=[O:33])[CH:26]=3)=[CH:21][CH:22]=2)[CH:17]=[CH:16]1)=[O:14])[CH2:10][CH3:11])[CH3:8].